This data is from Reaction yield outcomes from USPTO patents with 853,638 reactions. The task is: Predict the reaction yield, written as a fraction of the theoretical maximum amount of product (1.0 means a 100% yield; for example, 0.34 means a 34% yield). (1) The reactants are [CH3:1][C:2]1[CH:9]=[C:8]([CH3:10])[CH:7]=[CH:6][C:3]=1[C:4]#[N:5].[Cl:11][C:12]1[CH:17]=[CH:16][C:15]([Mg]Br)=[CH:14][CH:13]=1. No catalyst specified. The product is [Cl:11][C:12]1[CH:17]=[CH:16][C:15]([CH:4]([C:3]2[CH:6]=[CH:7][C:8]([CH3:10])=[CH:9][C:2]=2[CH3:1])[NH2:5])=[CH:14][CH:13]=1. The yield is 0.296. (2) The reactants are [N:1](OCCC(C)C)=O.[CH2:9]([O:11][C:12](=[O:34])[C@H:13]([CH2:20][C:21]1[CH:26]=[CH:25][C:24]([NH2:27])=[C:23]([CH3:28])[C:22]=1[CH2:29][O:30][C:31](=[O:33])[CH3:32])[CH2:14][C:15]([O:17][CH2:18][CH3:19])=[O:16])[CH3:10]. The catalyst is C(O)(=O)C.C(Cl)(Cl)Cl.ClCCl. The product is [CH2:9]([O:11][C:12](=[O:34])[C@H:13]([CH2:20][C:21]1[C:22]([CH2:29][O:30][C:31](=[O:33])[CH3:32])=[C:23]2[C:24](=[CH:25][CH:26]=1)[NH:27][N:1]=[CH:28]2)[CH2:14][C:15]([O:17][CH2:18][CH3:19])=[O:16])[CH3:10]. The yield is 0.990.